From a dataset of Catalyst prediction with 721,799 reactions and 888 catalyst types from USPTO. Predict which catalyst facilitates the given reaction. (1) Reactant: [F:1][C:2]1[CH:23]=[CH:22][CH:21]=[C:20]([F:24])[C:3]=1[CH2:4][O:5][C:6]1[C:7]2[N:8]([C:13]([C:17](O)=[O:18])=[C:14]([CH3:16])[N:15]=2)[CH:9]=[CH:10][C:11]=1[F:12].CN(C(ON1N=NC2C=CC=NC1=2)=[N+](C)C)C.F[P-](F)(F)(F)(F)F.C(N(CC)C(C)C)(C)C.[CH3:58][C:59]([NH2:65])([CH2:62][CH2:63][CH3:64])[CH2:60][NH2:61].C(#N)C.C(O)(C(F)(F)F)=O. Product: [NH2:65][C:59]([CH3:58])([CH2:62][CH2:63][CH3:64])[CH2:60][NH:61][C:17]([C:13]1[N:8]2[CH:9]=[CH:10][C:11]([F:12])=[C:6]([O:5][CH2:4][C:3]3[C:2]([F:1])=[CH:23][CH:22]=[CH:21][C:20]=3[F:24])[C:7]2=[N:15][C:14]=1[CH3:16])=[O:18]. The catalyst class is: 174. (2) Reactant: C(N(C(C)C)CC)(C)C.[C:10]([C:14]1[CH:15]=[C:16]([C:29](=[O:31])[CH3:30])[CH:17]=[C:18]([N:22]2[CH2:26][C@@H:25]([OH:27])[C@H:24]([OH:28])[CH2:23]2)[C:19]=1[O:20][CH3:21])([CH3:13])([CH3:12])[CH3:11].[CH2:32](Cl)[O:33][CH3:34].C(OCC)(=O)C. Product: [C:10]([C:14]1[CH:15]=[C:16]([C:29](=[O:31])[CH3:30])[CH:17]=[C:18]([N:22]2[CH2:26][C@@H:25]([O:27][CH2:32][O:33][CH3:34])[C@H:24]([OH:28])[CH2:23]2)[C:19]=1[O:20][CH3:21])([CH3:13])([CH3:11])[CH3:12]. The catalyst class is: 34.